Dataset: Forward reaction prediction with 1.9M reactions from USPTO patents (1976-2016). Task: Predict the product of the given reaction. (1) Given the reactants BrC1C([C@@H](NC(=O)CN2C3C(F)(F)CCC(F)(F)C=3C(C(F)F)=N2)CC2C=C(F)C=C(F)C=2)=NC=C(Br)C=1.[NH2:39][C@H:40]([C:50]1[C:55]([C:56]2[CH:57]=[CH:58][C:59]([Cl:71])=[C:60]3[C:64]=2[N:63]([CH3:65])[N:62]=[C:61]3[NH:66][S:67]([CH3:70])(=[O:69])=[O:68])=[CH:54][CH:53]=[C:52]([C:72]#[C:73][C:74]([OH:77])([CH3:76])[CH3:75])[N:51]=1)[CH2:41][C:42]1[CH:47]=[C:46]([F:48])[CH:45]=[C:44]([F:49])[CH:43]=1.[CH3:78][O:79][C:80]1[N:85]=[C:84]2[C:86]([CH2:89][C:90](O)=[O:91])=[CH:87][NH:88][C:83]2=[CH:82][CH:81]=1, predict the reaction product. The product is: [Cl:71][C:59]1[CH:58]=[CH:57][C:56]([C:55]2[C:50]([C@@H:40]([NH:39][C:90](=[O:91])[CH2:89][C:86]3[C:84]4=[N:85][C:80]([O:79][CH3:78])=[CH:81][CH:82]=[C:83]4[NH:88][CH:87]=3)[CH2:41][C:42]3[CH:47]=[C:46]([F:48])[CH:45]=[C:44]([F:49])[CH:43]=3)=[N:51][C:52]([C:72]#[C:73][C:74]([OH:77])([CH3:75])[CH3:76])=[CH:53][CH:54]=2)=[C:64]2[C:60]=1[C:61]([NH:66][S:67]([CH3:70])(=[O:68])=[O:69])=[N:62][N:63]2[CH3:65]. (2) Given the reactants [NH2:1][C:2]1[N:10]=[CH:9][N:8]=[C:7]2[C:3]=1[N:4]=[CH:5][N:6]2[C@H:11]1[C@@H:15]2[O:16]C(C)(C)[O:18][C@@H:14]2[C@@H:13]([CH2:21][N:22]([CH3:43])[CH2:23][CH2:24][C@H:25]([NH:29][C:30]([NH:32][C:33]2[CH:38]=[CH:37][C:36]([C:39]([CH3:42])([CH3:41])[CH3:40])=[CH:35][CH:34]=2)=[O:31])[CH:26]([CH3:28])[CH3:27])[O:12]1, predict the reaction product. The product is: [NH2:1][C:2]1[N:10]=[CH:9][N:8]=[C:7]2[C:3]=1[N:4]=[CH:5][N:6]2[C@@H:11]1[O:12][C@H:13]([CH2:21][N:22]([CH3:43])[CH2:23][CH2:24][C@H:25]([NH:29][C:30]([NH:32][C:33]2[CH:38]=[CH:37][C:36]([C:39]([CH3:41])([CH3:40])[CH3:42])=[CH:35][CH:34]=2)=[O:31])[CH:26]([CH3:27])[CH3:28])[C@@H:14]([OH:18])[C@H:15]1[OH:16]. (3) Given the reactants [F:1][C:2]([F:18])([F:17])[C:3]1[CH:4]=[C:5]([CH2:13][C:14]([OH:16])=[O:15])[CH:6]=[C:7]([C:9]([F:12])([F:11])[F:10])[CH:8]=1.[CH2:19](O)[CH3:20].C(Cl)CCl, predict the reaction product. The product is: [F:1][C:2]([F:17])([F:18])[C:3]1[CH:4]=[C:5]([CH2:13][C:14]([O:16][CH2:19][CH3:20])=[O:15])[CH:6]=[C:7]([C:9]([F:11])([F:12])[F:10])[CH:8]=1. (4) Given the reactants [NH2:1][C:2]1[CH:7]=[CH:6][C:5]([C:8]([N:10]2[CH2:15][CH2:14][NH:13][CH2:12][CH2:11]2)=[O:9])=[CH:4][C:3]=1[Cl:16].Br[CH2:18][C:19]1[CH:24]=[CH:23][C:22]([C:25]([OH:34])([C:30]([F:33])([F:32])[F:31])[C:26]([F:29])([F:28])[F:27])=[CH:21][CH:20]=1.C(=O)([O-])O.[Na+], predict the reaction product. The product is: [NH2:1][C:2]1[CH:7]=[CH:6][C:5]([C:8]([N:10]2[CH2:11][CH2:12][N:13]([CH2:18][C:19]3[CH:20]=[CH:21][C:22]([C:25]([OH:34])([C:26]([F:27])([F:28])[F:29])[C:30]([F:31])([F:32])[F:33])=[CH:23][CH:24]=3)[CH2:14][CH2:15]2)=[O:9])=[CH:4][C:3]=1[Cl:16]. (5) Given the reactants [CH3:1][O:2][C:3]([C:5]1[S:6][CH:7]=[CH:8][C:9]=1[NH2:10])=[O:4].[OH-].[K+].ClC(Cl)([O:16]C(=O)OC(Cl)(Cl)Cl)Cl, predict the reaction product. The product is: [NH:10]1[C:9]2[CH:8]=[CH:7][S:6][C:5]=2[C:3](=[O:4])[O:2][C:1]1=[O:16]. (6) Given the reactants ClC1C(CCCl)=C(C2C=CC=C(OC)C=2)N=C(N2CCOCC2)N=1.NC1C=CC(S(N)(=O)=O)=CC=1.C[O:37][C:38]1[CH:39]=[C:40]([C:44]2[C:45]3[CH2:58][CH2:57][N:56]([C:59]4[CH:64]=[CH:63][C:62]([S:65]([NH2:68])(=[O:67])=[O:66])=[CH:61][CH:60]=4)[C:46]=3[N:47]=[C:48]([N:50]3[CH2:55][CH2:54][O:53][CH2:52][CH2:51]3)[N:49]=2)[CH:41]=[CH:42][CH:43]=1, predict the reaction product. The product is: [OH:37][C:38]1[CH:39]=[C:40]([C:44]2[C:45]3[CH2:58][CH2:57][N:56]([C:59]4[CH:64]=[CH:63][C:62]([S:65]([NH2:68])(=[O:67])=[O:66])=[CH:61][CH:60]=4)[C:46]=3[N:47]=[C:48]([N:50]3[CH2:55][CH2:54][O:53][CH2:52][CH2:51]3)[N:49]=2)[CH:41]=[CH:42][CH:43]=1.